From a dataset of hERG potassium channel inhibition data for cardiac toxicity prediction from Karim et al.. Regression/Classification. Given a drug SMILES string, predict its toxicity properties. Task type varies by dataset: regression for continuous values (e.g., LD50, hERG inhibition percentage) or binary classification for toxic/non-toxic outcomes (e.g., AMES mutagenicity, cardiotoxicity, hepatotoxicity). Dataset: herg_karim. (1) The compound is Nc1ccncc1. The result is 0 (non-blocker). (2) The drug is N#Cc1ccc(OCCCN2CC3CN(CCNS(=O)(=O)c4ccc5c(c4)CCO5)CC(C2)O3)cc1. The result is 0 (non-blocker). (3) The compound is CC/N=C(/c1ccc(NS(C)(=O)=O)cc1)N1CCCc2cc(C3=NN(C)C(=O)SC3)ccc21. The result is 1 (blocker). (4) The drug is O=C(C=Cc1ccc2c(c1)CN(S(=O)(=O)c1cccc(C(F)(F)F)c1)C2)NO. The result is 0 (non-blocker). (5) The molecule is N#Cc1nc(CCCNCc2nnn[nH]2)cc(-c2cccc(C(F)(F)F)c2)n1. The result is 0 (non-blocker). (6) The molecule is C[C@H](CN(C)C)CN1c2ccccc2Sc2ccc(C#N)cc21. The result is 1 (blocker). (7) The drug is O=C(O)c1ccccc1C(=O)N1CCC(CN2CCC(Oc3ccc(CO)c(Cl)c3)CC2)CC1. The result is 0 (non-blocker). (8) The compound is Cc1nnc(C)n1C1CC2CCC(C1)N2CCC(NC(=O)C1CCC(F)(F)CC1)c1ccccc1. The result is 1 (blocker).